From a dataset of Full USPTO retrosynthesis dataset with 1.9M reactions from patents (1976-2016). Predict the reactants needed to synthesize the given product. (1) Given the product [CH2:30]([O:23][CH2:22][C@@H:21]([C:24]([O:26][CH3:27])=[O:25])[NH:20][C:1]([C:8]1[CH:13]=[CH:12][CH:11]=[CH:10][CH:9]=1)([C:14]1[CH:15]=[CH:16][CH:17]=[CH:18][CH:19]=1)[C:2]1[CH:3]=[CH:4][CH:5]=[CH:6][CH:7]=1)[C:31]1[CH:36]=[CH:35][CH:34]=[CH:33][CH:32]=1, predict the reactants needed to synthesize it. The reactants are: [C:1]([NH:20][C@H:21]([C:24]([O:26][CH3:27])=[O:25])[CH2:22][OH:23])([C:14]1[CH:19]=[CH:18][CH:17]=[CH:16][CH:15]=1)([C:8]1[CH:13]=[CH:12][CH:11]=[CH:10][CH:9]=1)[C:2]1[CH:7]=[CH:6][CH:5]=[CH:4][CH:3]=1.[OH-].[Na+].[CH2:30](Br)[C:31]1[CH:36]=[CH:35][CH:34]=[CH:33][CH:32]=1. (2) The reactants are: [CH3:1][O:2][C:3]1[CH:12]=[C:11]2[C:6]([CH:7]=[CH:8][C:9](=[O:16])[N:10]2[CH2:13][CH:14]=O)=[CH:5][CH:4]=1.[O:17]1[C:22]2[CH:23]=[CH:24][C:25]([CH2:27][N:28]([CH:36]3[CH2:41][CH2:40][NH:39][CH2:38][CH2:37]3)[C:29](=[O:35])[O:30][C:31]([CH3:34])([CH3:33])[CH3:32])=[CH:26][C:21]=2[O:20][CH2:19][CH2:18]1.N1C2C=CC=C[C:45]=2N=N1.C[Mg]Br.C(OCC)C.[Cl-].[NH4+]. Given the product [O:17]1[C:22]2[CH:23]=[CH:24][C:25]([CH2:27][N:28]([CH:36]3[CH2:41][CH2:40][N:39]([CH:14]([CH3:45])[CH2:13][N:10]4[C:11]5[C:6](=[CH:5][CH:4]=[C:3]([O:2][CH3:1])[CH:12]=5)[CH:7]=[CH:8][C:9]4=[O:16])[CH2:38][CH2:37]3)[C:29](=[O:35])[O:30][C:31]([CH3:34])([CH3:32])[CH3:33])=[CH:26][C:21]=2[O:20][CH2:19][CH2:18]1, predict the reactants needed to synthesize it. (3) Given the product [CH3:14][N:2]([CH3:1])[C@@H:3]([CH2:4][C:5]1[CH:6]=[CH:7][CH:8]=[CH:9][CH:10]=1)[C:11]([NH:29][CH2:15][CH2:16][CH2:17][CH2:18][CH2:19][CH2:20][CH2:21][CH2:22][CH2:23][CH2:24][CH2:25][CH2:26][CH2:27][CH3:28])=[O:13], predict the reactants needed to synthesize it. The reactants are: [CH3:1][N:2]([CH3:14])[C@H:3]([C:11]([OH:13])=O)[CH2:4][C:5]1[CH:10]=[CH:9][CH:8]=[CH:7][CH:6]=1.[CH2:15]([NH2:29])[CH2:16][CH2:17][CH2:18][CH2:19][CH2:20][CH2:21][CH2:22][CH2:23][CH2:24][CH2:25][CH2:26][CH2:27][CH3:28].C1(N=C=NC2CCCCC2)CCCCC1.O.ON1C2C=CC=CC=2N=N1. (4) Given the product [CH3:22][C:23]([CH3:27])([CH3:26])[C:24]#[C:25][C:2]1[CH:3]=[C:4]([S:8]([NH:11][C:12]2[CH:17]=[CH:16][CH:15]=[CH:14][C:13]=2[S:18](=[O:21])(=[O:20])[NH2:19])(=[O:10])=[O:9])[CH:5]=[CH:6][CH:7]=1, predict the reactants needed to synthesize it. The reactants are: Br[C:2]1[CH:3]=[C:4]([S:8]([NH:11][C:12]2[CH:17]=[CH:16][CH:15]=[CH:14][C:13]=2[S:18](=[O:21])(=[O:20])[NH2:19])(=[O:10])=[O:9])[CH:5]=[CH:6][CH:7]=1.[CH3:22][C:23]([CH3:27])([CH3:26])[C:24]#[CH:25]. (5) The reactants are: [CH:1]([C:3]1[N:34]([S:35]([C:38]2[CH:43]=[CH:42][CH:41]=[CH:40][CH:39]=2)(=[O:37])=[O:36])[C:6]2=[N:7][CH:8]=[CH:9][C:10]([C:11]3[C:12]([C:18]4[CH:23]=[CH:22][C:21]([NH:24][C:25]([NH:27][C:28]5[CH:33]=[CH:32][CH:31]=[CH:30][CH:29]=5)=[O:26])=[CH:20][CH:19]=4)=[N:13][N:14]([CH2:16][CH3:17])[CH:15]=3)=[C:5]2[CH:4]=1)=O.[NH2:44][CH2:45][CH2:46][N:47]1[CH2:52][CH2:51][O:50][CH2:49][CH2:48]1.C(O[BH-](OC(=O)C)OC(=O)C)(=O)C.[Na+]. Given the product [CH2:16]([N:14]1[CH:15]=[C:11]([C:10]2[CH:9]=[CH:8][N:7]=[C:6]3[N:34]([S:35]([C:38]4[CH:39]=[CH:40][CH:41]=[CH:42][CH:43]=4)(=[O:36])=[O:37])[C:3]([CH2:1][NH:44][CH2:45][CH2:46][N:47]4[CH2:52][CH2:51][O:50][CH2:49][CH2:48]4)=[CH:4][C:5]=23)[C:12]([C:18]2[CH:23]=[CH:22][C:21]([NH:24][C:25]([NH:27][C:28]3[CH:33]=[CH:32][CH:31]=[CH:30][CH:29]=3)=[O:26])=[CH:20][CH:19]=2)=[N:13]1)[CH3:17], predict the reactants needed to synthesize it. (6) Given the product [C:1]([OH:5])(=[O:4])[CH:2]=[CH2:3].[NH2:21][C:1]([O:5][CH2:6][CH3:7])=[O:4], predict the reactants needed to synthesize it. The reactants are: [C:1]([O:5][CH2:6][CH:7](O)C)(=[O:4])[CH:2]=[CH2:3].COC1C=CC(O)=CC=1.O=C=[N:21]C1CC(C)(C)CC(C)(CN=C=O)C1.